The task is: Regression. Given a peptide amino acid sequence and an MHC pseudo amino acid sequence, predict their binding affinity value. This is MHC class II binding data.. This data is from Peptide-MHC class II binding affinity with 134,281 pairs from IEDB. (1) The peptide sequence is NCVLKKSTNGLRIKS. The MHC is HLA-DQA10501-DQB10201 with pseudo-sequence HLA-DQA10501-DQB10201. The binding affinity (normalized) is 0. (2) The peptide sequence is KIDLWSYNAELLVAL. The MHC is DRB1_0401 with pseudo-sequence DRB1_0401. The binding affinity (normalized) is 0.178. (3) The peptide sequence is EHRWREIYNMVKFRM. The MHC is HLA-DPA10103-DPB10401 with pseudo-sequence HLA-DPA10103-DPB10401. The binding affinity (normalized) is 0.417. (4) The peptide sequence is AGDGDVVAVDIKEKG. The MHC is DRB3_0101 with pseudo-sequence DRB3_0101. The binding affinity (normalized) is 0.